Dataset: Reaction yield outcomes from USPTO patents with 853,638 reactions. Task: Predict the reaction yield, written as a fraction of the theoretical maximum amount of product (1.0 means a 100% yield; for example, 0.34 means a 34% yield). (1) The reactants are [F:1][C:2]([F:19])([F:18])[C:3]1[CH:4]=[CH:5][C:6]([C:9]2[CH:16]=[CH:15][C:12]([C:13]#[N:14])=[C:11](F)[CH:10]=2)=[N:7][CH:8]=1.Br.[CH:21]1([CH2:24][S:25]C(=N)N)[CH2:23][CH2:22]1.[OH-].[Na+]. The catalyst is CN(C)C=O. The product is [CH:21]1([CH2:24][S:25][C:11]2[CH:10]=[C:9]([C:6]3[CH:5]=[CH:4][C:3]([C:2]([F:19])([F:18])[F:1])=[CH:8][N:7]=3)[CH:16]=[CH:15][C:12]=2[C:13]#[N:14])[CH2:23][CH2:22]1. The yield is 0.960. (2) The reactants are Br[C:2]1[CH:3]=[CH:4][C:5]([O:25][CH3:26])=[C:6]([S:8]([NH:11][CH:12]2[CH2:17][CH2:16][N:15]([C:18]([O:20][C:21]([CH3:24])([CH3:23])[CH3:22])=[O:19])[CH2:14][CH2:13]2)(=[O:10])=[O:9])[CH:7]=1.[CH3:27][C:28]1([CH3:44])[C:32]([CH3:34])([CH3:33])[O:31][B:30]([B:30]2[O:31][C:32]([CH3:34])([CH3:33])[C:28]([CH3:44])([CH3:27])[O:29]2)[O:29]1.C([O-])(=O)C.[K+].ClCCl. The catalyst is O1CCOCC1. The product is [C:21]([O:20][C:18]([N:15]1[CH2:14][CH2:13][CH:12]([NH:11][S:8]([C:6]2[CH:7]=[C:2]([B:30]3[O:31][C:32]([CH3:34])([CH3:33])[C:28]([CH3:44])([CH3:27])[O:29]3)[CH:3]=[CH:4][C:5]=2[O:25][CH3:26])(=[O:9])=[O:10])[CH2:17][CH2:16]1)=[O:19])([CH3:22])([CH3:23])[CH3:24]. The yield is 0.700. (3) The reactants are [CH3:1][O:2][C:3]1[C:8]([C:9]2[CH:14]=[CH:13][C:12]([O:15][C:16]3[CH:21]=[CH:20][N:19]=[C:18]([C:22]4[CH:23]=[N:24][N:25]([CH3:27])[CH:26]=4)[CH:17]=3)=[C:11]([CH3:28])[N:10]=2)=[CH:7][N:6]=[C:5](SC)[N:4]=1.C1C=C(Cl)C=C(C(OO)=O)C=1.Cl.[NH2:43][CH:44]1[CH2:49][CH2:48][O:47][CH2:46][CH2:45]1. The catalyst is C(Cl)Cl. The product is [CH3:1][O:2][C:3]1[C:8]([C:9]2[CH:14]=[CH:13][C:12]([O:15][C:16]3[CH:21]=[CH:20][N:19]=[C:18]([C:22]4[CH:23]=[N:24][N:25]([CH3:27])[CH:26]=4)[CH:17]=3)=[C:11]([CH3:28])[N:10]=2)=[CH:7][N:6]=[C:5]([NH:43][CH:44]2[CH2:49][CH2:48][O:47][CH2:46][CH2:45]2)[N:4]=1. The yield is 0.560. (4) The reactants are [CH3:1][C:2]1[CH:7]=[CH:6][C:5]([S:8]([C:11]2[CH:12]=[N:13][C:14]3[C:19]([C:20]=2O)=[CH:18][CH:17]=[CH:16][CH:15]=3)(=[O:10])=[O:9])=[CH:4][CH:3]=1.P(Cl)(Cl)([Cl:24])=O. No catalyst specified. The product is [Cl:24][C:20]1[C:19]2[C:14](=[CH:15][CH:16]=[CH:17][CH:18]=2)[N:13]=[CH:12][C:11]=1[S:8]([C:5]1[CH:6]=[CH:7][C:2]([CH3:1])=[CH:3][CH:4]=1)(=[O:10])=[O:9]. The yield is 0.910. (5) The reactants are Br[C:2]1[CH:3]=[C:4]([N:8]2[C:16]3[C:11](=[CH:12][CH:13]=[CH:14][CH:15]=3)[C:10]([C:17]([O:19][CH3:20])=[O:18])=[N:9]2)[CH:5]=[CH:6][CH:7]=1.[CH3:21][C:22]1[O:26][C:25]([C@:27]([OH:31])([C:29]#[CH:30])[CH3:28])=[N:24][N:23]=1. No catalyst specified. The product is [OH:31][C@:27]([C:25]1[O:26][C:22]([CH3:21])=[N:23][N:24]=1)([CH3:28])[C:29]#[C:30][C:2]1[CH:3]=[C:4]([N:8]2[C:16]3[C:11](=[CH:12][CH:13]=[CH:14][CH:15]=3)[C:10]([C:17]([O:19][CH3:20])=[O:18])=[N:9]2)[CH:5]=[CH:6][CH:7]=1. The yield is 0.770. (6) The product is [CH3:16][O:17][C:18]1[CH:24]=[CH:23][C:22]([O:25][CH3:26])=[CH:21][C:19]=1[NH:20][C:2]1[C:3]2[S:11][CH:10]=[CH:9][C:4]=2[N:5]=[C:6]([CH3:8])[N:7]=1. The reactants are Cl[C:2]1[C:3]2[S:11][CH:10]=[CH:9][C:4]=2[N:5]=[C:6]([CH3:8])[N:7]=1.C(O)(C)C.[CH3:16][O:17][C:18]1[CH:24]=[CH:23][C:22]([O:25][CH3:26])=[CH:21][C:19]=1[NH2:20].Cl. The catalyst is CCOCC.O. The yield is 0.510.